The task is: Predict the product of the given reaction.. This data is from Forward reaction prediction with 1.9M reactions from USPTO patents (1976-2016). (1) Given the reactants [CH2:1]([O:8][C:9]1[C:10]([C:29]([N:31]([CH2:35][CH2:36][O:37][Si](C(C)(C)C)(C)C)[CH:32]([CH3:34])[CH3:33])=[O:30])=[N:11][C:12]([CH2:16][C:17]2([C:22]3[CH:27]=[CH:26][CH:25]=[C:24]([Cl:28])[CH:23]=3)[CH2:21][CH2:20][CH2:19][CH2:18]2)=[N:13][C:14]=1[OH:15])[C:2]1[CH:7]=[CH:6][CH:5]=[CH:4][CH:3]=1.OCCN(C(C)C)C(C1C(OCC2C=CC=CC=2)=C(O)N=C(CC2(C3C=CC(C(F)(F)F)=CC=3)CCCC2)N=1)=O, predict the reaction product. The product is: [CH2:1]([O:8][C:9]1[C:10]([C:29]([N:31]([CH2:35][CH2:36][OH:37])[CH:32]([CH3:34])[CH3:33])=[O:30])=[N:11][C:12]([CH2:16][C:17]2([C:22]3[CH:27]=[CH:26][CH:25]=[C:24]([Cl:28])[CH:23]=3)[CH2:18][CH2:19][CH2:20][CH2:21]2)=[N:13][C:14]=1[OH:15])[C:2]1[CH:3]=[CH:4][CH:5]=[CH:6][CH:7]=1. (2) Given the reactants [F:1][CH:2]([F:38])[O:3][C:4]1[C:9]([O:10][C:11]2[C:25]([O:26][C:27]3[CH:28]=[N:29][C:30]([S:33]([CH2:36][CH3:37])(=[O:35])=[O:34])=[CH:31][CH:32]=3)=[CH:24][C:14]3[NH:15][C:16]([C:18]4[CH:23]=[CH:22]C=C[N:19]=4)=[N:17][C:13]=3[CH:12]=2)=[CH:8][CH:7]=[CH:6][N:5]=1.[CH3:39][N:40]1C=CC(C(O)=O)=N1, predict the reaction product. The product is: [F:1][CH:2]([F:38])[O:3][C:4]1[C:9]([O:10][C:11]2[C:25]([O:26][C:27]3[CH:28]=[N:29][C:30]([S:33]([CH2:36][CH3:37])(=[O:34])=[O:35])=[CH:31][CH:32]=3)=[CH:24][C:14]3[NH:15][C:16]([C:18]4[CH:23]=[CH:22][N:40]([CH3:39])[N:19]=4)=[N:17][C:13]=3[CH:12]=2)=[CH:8][CH:7]=[CH:6][N:5]=1. (3) Given the reactants [NH2:1][C:2]1[CH:14]=[CH:13][C:12]([C:15]2[CH:16]=[N:17][N:18]([CH2:20][CH2:21][CH2:22][OH:23])[CH:19]=2)=[CH:11][C:3]=1[C:4]([N:6](CC)[CH2:7]C)=[O:5].NC1C=CC(Br)=CC=1C(NC)=O, predict the reaction product. The product is: [NH2:1][C:2]1[CH:14]=[CH:13][C:12]([C:15]2[CH:16]=[N:17][N:18]([CH2:20][CH2:21][CH2:22][OH:23])[CH:19]=2)=[CH:11][C:3]=1[C:4]([NH:6][CH3:7])=[O:5]. (4) Given the reactants [O:1]=[C:2]1[N:7]([CH2:8][C:9]2[CH:10]=[N:11][CH:12]=[CH:13][CH:14]=2)[CH2:6][CH2:5][N:4](C(OCC2C=CC=CC=2)=O)[CH2:3]1.[H][H], predict the reaction product. The product is: [N:11]1[CH:12]=[CH:13][CH:14]=[C:9]([CH2:8][N:7]2[CH2:6][CH2:5][NH:4][CH2:3][C:2]2=[O:1])[CH:10]=1.